Dataset: Reaction yield outcomes from USPTO patents with 853,638 reactions. Task: Predict the reaction yield, written as a fraction of the theoretical maximum amount of product (1.0 means a 100% yield; for example, 0.34 means a 34% yield). (1) The reactants are Cl.[F:2][C:3]1[C:4]([C:16]2[CH:21]=[CH:20][N:19]=[C:18](F)[CH:17]=2)=[N:5][C:6]([NH:9][CH:10]2[CH2:15][CH2:14][O:13][CH2:12][CH2:11]2)=[N:7][CH:8]=1.C([O-])(O)=[O:24].[Na+]. No catalyst specified. The product is [F:2][C:3]1[C:4]([C:16]2[CH:21]=[CH:20][NH:19][C:18](=[O:24])[CH:17]=2)=[N:5][C:6]([NH:9][CH:10]2[CH2:15][CH2:14][O:13][CH2:12][CH2:11]2)=[N:7][CH:8]=1. The yield is 0.970. (2) The catalyst is O1CCOCC1.C(OCC)(=O)C.C([O-])(=O)C.[Pd+2].C([O-])(=O)C.C1(P(C2C=CC=CC=2)[C-]2C=CC=C2)C=CC=CC=1.[C-]1(P(C2C=CC=CC=2)C2C=CC=CC=2)C=CC=C1.[Fe+2]. The yield is 0.190. The reactants are Br[C:2]1[CH:11]=[C:10]2[C:5]([CH:6]=[C:7]([NH:12][C:13]([CH:15]3[CH2:17][CH2:16]3)=[O:14])[N:8]=[CH:9]2)=[CH:4][CH:3]=1.[CH3:18][CH:19]([SH:21])[CH3:20].CC(C)([O-])C.[Na+]. The product is [CH:19]([S:21][C:2]1[CH:11]=[C:10]2[C:5]([CH:6]=[C:7]([NH:12][C:13]([CH:15]3[CH2:17][CH2:16]3)=[O:14])[N:8]=[CH:9]2)=[CH:4][CH:3]=1)([CH3:20])[CH3:18]. (3) The reactants are [CH3:1][O:2][C:3]([C:5]1[CH:10]=[C:9](Cl)[CH:8]=[CH:7][N:6]=1)=[O:4].[F:12][C:13]1[CH:18]=[C:17]([N+:19]([O-:21])=[O:20])[CH:16]=[CH:15][C:14]=1[OH:22].CO. The catalyst is ClC1C=CC=CC=1. The product is [CH3:1][O:2][C:3]([C:5]1[CH:10]=[C:9]([O:22][C:14]2[CH:15]=[CH:16][C:17]([N+:19]([O-:21])=[O:20])=[CH:18][C:13]=2[F:12])[CH:8]=[CH:7][N:6]=1)=[O:4]. The yield is 0.400. (4) The catalyst is C(OCC)C. The product is [S:4]1[CH:5]=[CH:6][C:2]([C:19]([OH:22])([CH2:20][CH3:21])[CH2:18][CH3:17])=[C:3]1[C:7]1[S:8][CH:9]=[CH:10][CH:11]=1. The yield is 0.560. The reactants are Br[C:2]1[CH:6]=[CH:5][S:4][C:3]=1[C:7]1[S:8][CH:9]=[CH:10][CH:11]=1.C([Li])CCC.[CH3:17][CH2:18][C:19](=[O:22])[CH2:20][CH3:21]. (5) The reactants are CCN(CC)CC.[O:8]1[C:13]2[CH:14]=[CH:15][CH:16]=[CH:17][C:12]=2[NH:11][C:10](=[O:18])[CH2:9]1.[CH:19]([C:21]1[CH:30]=[CH:29][C:24]([C:25]([O:27][CH3:28])=[O:26])=[CH:23][CH:22]=1)=O. The catalyst is CC(OC(C)=O)=O. The product is [O:18]=[C:10]1[NH:11][C:12]2[CH:17]=[CH:16][CH:15]=[CH:14][C:13]=2[O:8][CH:9]1[CH2:19][C:21]1[CH:30]=[CH:29][C:24]([C:25]([O:27][CH3:28])=[O:26])=[CH:23][CH:22]=1. The yield is 0.130. (6) The product is [CH2:49]([C:48]1[N:16]2[N:15]=[CH:14][CH:13]=[C:12]2[N:11]([CH:8]2[CH2:7][CH2:6][C:5]3([O:4][CH2:3][CH2:2][O:1]3)[CH2:10][CH2:9]2)[C:44](=[O:45])[C:43]=1[CH2:42][C:39]1[CH:38]=[CH:37][C:36]([C:31]2[C:30]([C:28]#[N:29])=[CH:35][CH:34]=[CH:33][CH:32]=2)=[CH:41][CH:40]=1)[CH2:50][CH2:51][CH3:52]. The reactants are [O:1]1[C:5]2([CH2:10][CH2:9][CH:8]([NH:11][C:12]3[NH:16][N:15]=[CH:14][CH:13]=3)[CH2:7][CH2:6]2)[O:4][CH2:3][CH2:2]1.N12CCCN=C1CCCCC2.[C:28]([C:30]1[CH:35]=[CH:34][CH:33]=[CH:32][C:31]=1[C:36]1[CH:41]=[CH:40][C:39]([CH2:42][CH:43]([C:48](=O)[CH2:49][CH2:50][CH2:51][CH3:52])[C:44](OC)=[O:45])=[CH:38][CH:37]=1)#[N:29].C(OCC)(=O)C. The yield is 0.690. The catalyst is CCN(C1C=CC=CC=1)CC.O. (7) The product is [C:45]([C:49]1[CH:65]=[CH:64][C:52]([CH2:53][N:54]([CH2:55][CH2:56][C:57]2[CH:58]=[CH:59][C:60]([F:63])=[CH:61][CH:62]=2)[C:42]([C:40]2[CH:41]=[C:33]([Cl:32])[CH:34]=[C:35]3[C:39]=2[NH:38][CH:37]=[CH:36]3)=[O:44])=[C:51]([Cl:66])[CH:50]=1)([CH3:48])([CH3:46])[CH3:47]. The yield is 0.920. The reactants are CN1CCOCC1.CN(C(ON1N=NC2C=CC=CC1=2)=[N+](C)C)C.F[P-](F)(F)(F)(F)F.[Cl:32][C:33]1[CH:34]=[C:35]2[C:39](=[C:40]([C:42]([OH:44])=O)[CH:41]=1)[NH:38][CH:37]=[CH:36]2.[C:45]([C:49]1[CH:65]=[CH:64][C:52]([CH2:53][NH:54][CH2:55][CH2:56][C:57]2[CH:62]=[CH:61][C:60]([F:63])=[CH:59][CH:58]=2)=[C:51]([Cl:66])[CH:50]=1)([CH3:48])([CH3:47])[CH3:46]. The catalyst is CN(C=O)C.O.